From a dataset of Forward reaction prediction with 1.9M reactions from USPTO patents (1976-2016). Predict the product of the given reaction. (1) The product is: [F:7][C:4]([F:5])([F:6])[C:3]([C:9]1[CH:14]=[CH:13][C:12]([N:15]2[CH2:20][CH2:19][N:18]([S:21]([C:24]3[S:25][CH:26]=[CH:27][CH:28]=3)(=[O:23])=[O:22])[CH2:17][C@H:16]2[CH2:29][CH:30]2[CH2:31][CH2:32][O:33][CH2:34][CH2:35]2)=[CH:11][CH:10]=1)([OH:8])[C:2]([F:36])([F:1])[F:37]. Given the reactants [F:1][C:2]([F:37])([F:36])[C:3]([C:9]1[CH:14]=[CH:13][C:12]([N:15]2[CH2:20][CH2:19][N:18]([S:21]([C:24]3[S:25][CH:26]=[CH:27][CH:28]=3)(=[O:23])=[O:22])[CH2:17][C@@H:16]2[CH2:29][CH:30]2[CH2:35][CH2:34][O:33][CH2:32][CH2:31]2)=[CH:11][CH:10]=1)([OH:8])[C:4]([F:7])([F:6])[F:5].C1N=C(N)C2N=CN([C@@H]3O[C@H](COP(OP(OC[C@H]4O[C@@H](N5C=C(C(N)=O)CC=C5)[C@H](O)[C@@H]4O)(O)=O)(O)=O)[C@@H](O)[C@H]3OP(O)(O)=O)C=2N=1, predict the reaction product. (2) Given the reactants Cl[C:2]1[C:7]([Cl:8])=[CH:6][CH:5]=[CH:4][C:3]=1[N+:9]([O-:11])=[O:10].[C:12]1(OB(O)O)[CH:17]=[CH:16][CH:15]=[CH:14][CH:13]=1.P([O-])([O-])([O-])=O.[K+].[K+].[K+], predict the reaction product. The product is: [N+:9]([C:3]1[CH:4]=[CH:5][CH:6]=[C:7]([Cl:8])[C:2]=1[C:12]1[CH:17]=[CH:16][CH:15]=[CH:14][CH:13]=1)([O-:11])=[O:10]. (3) Given the reactants C(OC(=O)[N:7]([S:11]([C:14]1[CH:19]=[C:18]([Br:20])[CH:17]=[CH:16][C:15]=1[OH:21])(=[O:13])=[O:12])[CH2:8][CH2:9]Cl)(C)(C)C.C([O-])([O-])=O.[K+].[K+], predict the reaction product. The product is: [Br:20][C:18]1[CH:17]=[CH:16][C:15]2[O:21][CH2:9][CH2:8][NH:7][S:11](=[O:13])(=[O:12])[C:14]=2[CH:19]=1. (4) Given the reactants [CH2:1]([O:8][CH2:9][C:10]([NH:12][C:13]1[C:22](C)=[CH:21][C:20]([Br:24])=[CH:19][C:14]=1[C:15](OC)=O)=[O:11])[C:2]1[CH:7]=[CH:6][CH:5]=[CH:4][CH:3]=1.C[O-].[Na+].[C:28]1(C)C=CC=CC=1.Cl[CH2:36][Cl:37], predict the reaction product. The product is: [CH2:1]([O:8][C:9]1[C:10]([O:11][CH3:28])=[N:12][C:13]2[C:22]([C:36]=1[Cl:37])=[CH:21][C:20]([Br:24])=[CH:19][C:14]=2[CH3:15])[C:2]1[CH:7]=[CH:6][CH:5]=[CH:4][CH:3]=1. (5) Given the reactants [Cl:1][C:2]1[CH:3]=[CH:4][C:5]2[C:10](O)=[N:9][CH:8]=[N:7][C:6]=2[N:12]=1.P(Cl)(Cl)([Cl:15])=O, predict the reaction product. The product is: [Cl:15][C:10]1[C:5]2[CH:4]=[CH:3][C:2]([Cl:1])=[N:12][C:6]=2[N:7]=[CH:8][N:9]=1. (6) Given the reactants [O:1]1[CH2:6][CH2:5][CH2:4][CH2:3][CH:2]1[O:7][C:8]1[CH:9]=[C:10]([CH:15]=[C:16]([O:18][CH:19]2[CH2:24][CH2:23][CH2:22][CH2:21][O:20]2)[CH:17]=1)[C:11]([O:13]C)=[O:12].[OH-].[Na+].Cl, predict the reaction product. The product is: [O:1]1[CH2:6][CH2:5][CH2:4][CH2:3][CH:2]1[O:7][C:8]1[CH:9]=[C:10]([CH:15]=[C:16]([O:18][CH:19]2[CH2:24][CH2:23][CH2:22][CH2:21][O:20]2)[CH:17]=1)[C:11]([OH:13])=[O:12]. (7) Given the reactants [CH3:1][N:2]1[C:10]2[C:5](=[CH:6][CH:7]=[C:8]([CH3:11])[CH:9]=2)[C:4]([C:12]2[N:17]=[C:16]3[C:18]([C:21](O)=[O:22])=[CH:19][NH:20][C:15]3=[N:14][CH:13]=2)=[N:3]1.Cl.[NH2:25][C:26]1([C:29]#[N:30])[CH2:28][CH2:27]1.CCN=C=NCCCN(C)C.O, predict the reaction product. The product is: [C:29]([C:26]1([NH:25][C:21]([C:18]2[C:16]3=[N:17][C:12]([C:4]4[C:5]5[C:10](=[CH:9][C:8]([CH3:11])=[CH:7][CH:6]=5)[N:2]([CH3:1])[N:3]=4)=[CH:13][N:14]=[C:15]3[NH:20][CH:19]=2)=[O:22])[CH2:28][CH2:27]1)#[N:30].